From a dataset of Full USPTO retrosynthesis dataset with 1.9M reactions from patents (1976-2016). Predict the reactants needed to synthesize the given product. (1) Given the product [CH2:31]([N:10]([CH2:9][CH:6]1[CH2:5][CH2:4][CH:3]([CH2:2][NH:1][S:51]([C:45]2[CH:50]=[CH:49][CH:48]=[CH:47][CH:46]=2)(=[O:53])=[O:52])[CH2:8][CH2:7]1)[S:11]([NH:14][C:15](=[O:30])[C:16]1[CH:17]=[C:18]([C:26]([F:27])([F:28])[F:29])[CH:19]=[C:20]([C:22]([F:23])([F:24])[F:25])[CH:21]=1)(=[O:12])=[O:13])[C:32]1[CH:37]=[CH:36][CH:35]=[CH:34][CH:33]=1, predict the reactants needed to synthesize it. The reactants are: [NH2:1][CH2:2][CH:3]1[CH2:8][CH2:7][CH:6]([CH2:9][N:10]([CH2:31][C:32]2[CH:37]=[CH:36][CH:35]=[CH:34][CH:33]=2)[S:11]([NH:14][C:15](=[O:30])[C:16]2[CH:21]=[C:20]([C:22]([F:25])([F:24])[F:23])[CH:19]=[C:18]([C:26]([F:29])([F:28])[F:27])[CH:17]=2)(=[O:13])=[O:12])[CH2:5][CH2:4]1.C(N(CC)CC)C.[C:45]1([S:51](Cl)(=[O:53])=[O:52])[CH:50]=[CH:49][CH:48]=[CH:47][CH:46]=1. (2) Given the product [Cl:1][C:2]1[CH:7]=[CH:6][C:5]([CH2:8][CH2:9][NH:10][C:11](=[O:13])[CH3:12])=[CH:4][CH:3]=1, predict the reactants needed to synthesize it. The reactants are: [Cl:1][C:2]1[CH:7]=[CH:6][C:5]([CH2:8][CH2:9][NH2:10])=[CH:4][CH:3]=1.[C:11](OC(=O)C)(=[O:13])[CH3:12]. (3) Given the product [N+:1]([C:4]1[CH:5]=[CH:6][C:7]([C:8]([O:10][CH2:19][C:20]2[CH:25]=[CH:24][CH:23]=[CH:22][CH:21]=2)=[O:9])=[CH:11][CH:12]=1)([O-:3])=[O:2], predict the reactants needed to synthesize it. The reactants are: [N+:1]([C:4]1[CH:12]=[CH:11][C:7]([C:8]([OH:10])=[O:9])=[CH:6][CH:5]=1)([O-:3])=[O:2].C(=O)([O-])[O-].[K+].[K+].[CH2:19](Br)[C:20]1[CH:25]=[CH:24][CH:23]=[CH:22][CH:21]=1. (4) Given the product [O:9]1[CH2:7][CH2:6][CH2:2][CH:3]1[CH2:4][C:5]([OH:13])=[O:1], predict the reactants needed to synthesize it. The reactants are: [O:1]1[CH2:5][CH2:4][CH2:3][CH:2]1[CH2:6][C:7]#N.[OH-:9].[Na+].CC[OH:13]. (5) Given the product [F:1][C:2]([F:7])([F:6])[C:3]([OH:5])=[O:4].[Cl:8][C:9]1[CH:14]=[CH:13][C:12]([CH2:15][NH:16][C:17]([C:19]2[N:20]=[C:21]([S:43][CH3:44])[NH:22][CH:23]=2)=[O:18])=[C:11]([F:45])[C:10]=1[O:46][C:47]1[CH:52]=[C:51]([C:53]#[N:54])[CH:50]=[C:49]([Cl:55])[CH:48]=1, predict the reactants needed to synthesize it. The reactants are: [F:1][C:2]([F:7])([F:6])[C:3]([OH:5])=[O:4].[Cl:8][C:9]1[CH:14]=[CH:13][C:12]([CH2:15][NH:16][C:17]([C:19]2[N:20]=[C:21]([S:43][CH3:44])[N:22](C(C3C=CC=CC=3)(C3C=CC=CC=3)C3C=CC=CC=3)[CH:23]=2)=[O:18])=[C:11]([F:45])[C:10]=1[O:46][C:47]1[CH:52]=[C:51]([C:53]#[N:54])[CH:50]=[C:49]([Cl:55])[CH:48]=1.FC(F)(F)C(O)=O. (6) Given the product [CH3:1][NH:2][C@H:3]([C:12]([NH:31][C@H:30]([C:29]([N:28]([C@@H:24]([CH:25]([CH3:26])[CH3:27])/[CH:23]=[C:17](\[CH3:16])/[C:18]([O:20][CH2:21][CH3:22])=[O:19])[CH3:37])=[O:36])[C:32]([CH3:34])([CH3:35])[CH3:33])=[O:14])[C:4]([C:7]1[CH:11]=[CH:10][S:9][CH:8]=1)([CH3:5])[CH3:6].[CH3:1][NH:2][C@@H:3]([C:12]([NH:31][C@H:30]([C:29]([N:28]([C@@H:24]([CH:25]([CH3:27])[CH3:26])/[CH:23]=[C:17](\[CH3:16])/[C:18]([O:20][CH2:21][CH3:22])=[O:19])[CH3:37])=[O:36])[C:32]([CH3:34])([CH3:33])[CH3:35])=[O:13])[C:4]([C:7]1[CH:11]=[CH:10][S:9][CH:8]=1)([CH3:6])[CH3:5], predict the reactants needed to synthesize it. The reactants are: [CH3:1][NH:2][C@H:3]([C:12]([OH:14])=[O:13])[C:4]([C:7]1[CH:11]=[CH:10][S:9][CH:8]=1)([CH3:6])[CH3:5].Cl.[CH3:16]/[C:17](=[CH:23]\[C@@H:24]([N:28]([CH3:37])[C:29](=[O:36])[C@H:30]([C:32]([CH3:35])([CH3:34])[CH3:33])[NH2:31])[CH:25]([CH3:27])[CH3:26])/[C:18]([O:20][CH2:21][CH3:22])=[O:19].Cl.CN(C)CCCN=C=NCC.CN1CCOCC1. (7) The reactants are: C[O:2][C:3]([C@@H:5]1[C@@H:9]([OH:10])[CH2:8][CH2:7][N:6]1[C:11](=[O:23])[NH:12][C:13]1[CH:18]=[CH:17][C:16]([C:19]#[N:20])=[C:15]([Cl:21])[C:14]=1[CH3:22])=[O:4].Cl. Given the product [Cl:21][C:15]1[C:14]([CH3:22])=[C:13]([NH:12][C:11]([N:6]2[CH2:7][CH2:8][C@H:9]([OH:10])[C@H:5]2[C:3]([OH:4])=[O:2])=[O:23])[CH:18]=[CH:17][C:16]=1[C:19]#[N:20], predict the reactants needed to synthesize it. (8) Given the product [F:1][C:2]1[CH:18]=[C:17]([F:19])[CH:16]=[CH:15][C:3]=1[O:4][C:5]1[N:10]=[C:9]2[NH:11][N:12]=[C:13]([NH:14][C:29]([CH:26]3[CH2:28][CH2:27][CH2:22][CH2:21]3)=[O:30])[C:8]2=[CH:7][N:6]=1, predict the reactants needed to synthesize it. The reactants are: [F:1][C:2]1[CH:18]=[C:17]([F:19])[CH:16]=[CH:15][C:3]=1[O:4][C:5]1[N:10]=[C:9]2[NH:11][N:12]=[C:13]([NH2:14])[C:8]2=[CH:7][N:6]=1.N1C=CC=[CH:22][CH:21]=1.[CH:26]1([C:29](Cl)=[O:30])[CH2:28][CH2:27]1.